This data is from NCI-60 drug combinations with 297,098 pairs across 59 cell lines. The task is: Regression. Given two drug SMILES strings and cell line genomic features, predict the synergy score measuring deviation from expected non-interaction effect. Cell line: SNB-75. Synergy scores: CSS=39.7, Synergy_ZIP=5.48, Synergy_Bliss=5.25, Synergy_Loewe=-16.4, Synergy_HSA=6.22. Drug 1: CC1=C2C(C(=O)C3(C(CC4C(C3C(C(C2(C)C)(CC1OC(=O)C(C(C5=CC=CC=C5)NC(=O)OC(C)(C)C)O)O)OC(=O)C6=CC=CC=C6)(CO4)OC(=O)C)OC)C)OC. Drug 2: C(=O)(N)NO.